Dataset: NCI-60 drug combinations with 297,098 pairs across 59 cell lines. Task: Regression. Given two drug SMILES strings and cell line genomic features, predict the synergy score measuring deviation from expected non-interaction effect. (1) Drug 1: COC1=C(C=C2C(=C1)N=CN=C2NC3=CC(=C(C=C3)F)Cl)OCCCN4CCOCC4. Drug 2: CCCS(=O)(=O)NC1=C(C(=C(C=C1)F)C(=O)C2=CNC3=C2C=C(C=N3)C4=CC=C(C=C4)Cl)F. Cell line: SN12C. Synergy scores: CSS=21.9, Synergy_ZIP=-3.64, Synergy_Bliss=1.08, Synergy_Loewe=-5.68, Synergy_HSA=-0.672. (2) Drug 1: CC1=C2C(C(=O)C3(C(CC4C(C3C(C(C2(C)C)(CC1OC(=O)C(C(C5=CC=CC=C5)NC(=O)OC(C)(C)C)O)O)OC(=O)C6=CC=CC=C6)(CO4)OC(=O)C)OC)C)OC. Drug 2: C1=C(C(=O)NC(=O)N1)F. Cell line: HOP-92. Synergy scores: CSS=42.3, Synergy_ZIP=0.440, Synergy_Bliss=-0.223, Synergy_Loewe=10.4, Synergy_HSA=11.1. (3) Drug 1: C1=NC2=C(N1)C(=S)N=CN2. Drug 2: CCC1(C2=C(COC1=O)C(=O)N3CC4=CC5=C(C=CC(=C5CN(C)C)O)N=C4C3=C2)O.Cl. Cell line: UACC62. Synergy scores: CSS=49.2, Synergy_ZIP=-0.114, Synergy_Bliss=0.0604, Synergy_Loewe=-5.51, Synergy_HSA=1.43. (4) Drug 1: CN(C)C1=NC(=NC(=N1)N(C)C)N(C)C. Drug 2: C1CC(C1)(C(=O)O)C(=O)O.[NH2-].[NH2-].[Pt+2]. Cell line: ACHN. Synergy scores: CSS=44.9, Synergy_ZIP=-1.13, Synergy_Bliss=-5.32, Synergy_Loewe=-34.2, Synergy_HSA=-8.20. (5) Drug 1: CC1OCC2C(O1)C(C(C(O2)OC3C4COC(=O)C4C(C5=CC6=C(C=C35)OCO6)C7=CC(=C(C(=C7)OC)O)OC)O)O. Drug 2: C1=NNC2=C1C(=O)NC=N2. Cell line: CAKI-1. Synergy scores: CSS=44.0, Synergy_ZIP=-8.51, Synergy_Bliss=-7.04, Synergy_Loewe=-12.4, Synergy_HSA=-1.61. (6) Drug 1: C1=C(C(=O)NC(=O)N1)F. Drug 2: CCN(CC)CCCC(C)NC1=C2C=C(C=CC2=NC3=C1C=CC(=C3)Cl)OC. Cell line: SK-OV-3. Synergy scores: CSS=28.8, Synergy_ZIP=3.57, Synergy_Bliss=5.34, Synergy_Loewe=7.35, Synergy_HSA=8.63.